This data is from Peptide-MHC class I binding affinity with 185,985 pairs from IEDB/IMGT. The task is: Regression. Given a peptide amino acid sequence and an MHC pseudo amino acid sequence, predict their binding affinity value. This is MHC class I binding data. (1) The peptide sequence is IIYYQLAGY. The MHC is HLA-B27:05 with pseudo-sequence HLA-B27:05. The binding affinity (normalized) is 0.0847. (2) The peptide sequence is IWYMWLGAR. The MHC is HLA-A33:01 with pseudo-sequence HLA-A33:01. The binding affinity (normalized) is 0.645. (3) The peptide sequence is CLGGLLTMV. The MHC is HLA-A11:01 with pseudo-sequence HLA-A11:01. The binding affinity (normalized) is 0. (4) The peptide sequence is TQSPVSVGF. The MHC is HLA-A02:11 with pseudo-sequence HLA-A02:11. The binding affinity (normalized) is 0.0847. (5) The peptide sequence is YQKVGMQKY. The MHC is HLA-B07:02 with pseudo-sequence HLA-B07:02. The binding affinity (normalized) is 0.0847.